From a dataset of Peptide-MHC class I binding affinity with 185,985 pairs from IEDB/IMGT. Regression. Given a peptide amino acid sequence and an MHC pseudo amino acid sequence, predict their binding affinity value. This is MHC class I binding data. (1) The peptide sequence is ISRQIHWCW. The MHC is HLA-A03:01 with pseudo-sequence HLA-A03:01. The binding affinity (normalized) is 0.0847. (2) The peptide sequence is KTTKRLTIL. The MHC is HLA-A02:01 with pseudo-sequence HLA-A02:01. The binding affinity (normalized) is 0.199. (3) The peptide sequence is KCLNIMLGK. The MHC is HLA-A11:01 with pseudo-sequence HLA-A11:01. The binding affinity (normalized) is 0.317. (4) The peptide sequence is VPGSETMCY. The MHC is HLA-A23:01 with pseudo-sequence HLA-A23:01. The binding affinity (normalized) is 0. (5) The peptide sequence is FPFGYAAAF. The MHC is Mamu-A2201 with pseudo-sequence Mamu-A2201. The binding affinity (normalized) is 0.884. (6) The peptide sequence is RSSPRETMK. The MHC is HLA-A26:01 with pseudo-sequence HLA-A26:01. The binding affinity (normalized) is 0.0847.